From a dataset of Forward reaction prediction with 1.9M reactions from USPTO patents (1976-2016). Predict the product of the given reaction. (1) Given the reactants [OH:1][C@@:2]1([C:9]#[C:10][C:11]2[CH:12]=[C:13]([N:17]3[C:25]4[CH2:24][CH2:23][N:22]([C:26]([O:28][C:29]([CH3:32])([CH3:31])[CH3:30])=[O:27])[CH2:21][C:20]=4[C:19]([C:33]([O:35]CC)=O)=[N:18]3)[CH:14]=[CH:15][CH:16]=2)[CH2:6][CH2:5][N:4]([CH3:7])[C:3]1=[O:8].[NH3:38], predict the reaction product. The product is: [C:33]([C:19]1[C:20]2[CH2:21][N:22]([C:26]([O:28][C:29]([CH3:31])([CH3:30])[CH3:32])=[O:27])[CH2:23][CH2:24][C:25]=2[N:17]([C:13]2[CH:14]=[CH:15][CH:16]=[C:11]([C:10]#[C:9][C@:2]3([OH:1])[CH2:6][CH2:5][N:4]([CH3:7])[C:3]3=[O:8])[CH:12]=2)[N:18]=1)(=[O:35])[NH2:38]. (2) Given the reactants [C:1]1(/[CH:7]=[CH:8]/[C:9]([C:11]2[CH:16]=[CH:15][C:14]3[C:17]4([CH2:32][O:33][C:13]=3[CH:12]=2)[CH2:22][CH2:21][N:20]([CH2:23][CH2:24][C:25]([O:27]C(C)(C)C)=[O:26])[CH2:19][CH2:18]4)=[O:10])[CH:6]=[CH:5][CH:4]=[CH:3][CH:2]=1.[F:34][C:35]([F:40])([F:39])[C:36]([OH:38])=[O:37], predict the reaction product. The product is: [F:34][C:35]([F:40])([F:39])[C:36]([OH:38])=[O:37].[C:1]1(/[CH:7]=[CH:8]/[C:9]([C:11]2[CH:16]=[CH:15][C:14]3[C:17]4([CH2:32][O:33][C:13]=3[CH:12]=2)[CH2:18][CH2:19][N:20]([CH2:23][CH2:24][C:25]([OH:27])=[O:26])[CH2:21][CH2:22]4)=[O:10])[CH:6]=[CH:5][CH:4]=[CH:3][CH:2]=1. (3) Given the reactants Cl[C:2]1[C:11]2=[N:12][N:13](CC3C=CC(OC)=CC=3)[CH:14]=[C:10]2[C:9]2[CH:8]=[C:7]([O:24][CH3:25])[CH:6]=[CH:5][C:4]=2[N:3]=1.[F:26][C:27]1[CH:33]=[CH:32][C:30]([NH2:31])=[CH:29][C:28]=1[O:34][CH3:35].Cl, predict the reaction product. The product is: [F:26][C:27]1[CH:33]=[CH:32][C:30]([NH:31][C:2]2[C:11]3=[N:12][NH:13][CH:14]=[C:10]3[C:9]3[CH:8]=[C:7]([O:24][CH3:25])[CH:6]=[CH:5][C:4]=3[N:3]=2)=[CH:29][C:28]=1[O:34][CH3:35]. (4) Given the reactants [NH2:1][C:2]1[CH:9]=[CH:8][C:7]([O:10][C:11]([F:14])([F:13])[F:12])=[CH:6][C:3]=1[CH2:4][OH:5], predict the reaction product. The product is: [NH2:1][C:2]1[CH:9]=[CH:8][C:7]([O:10][C:11]([F:12])([F:13])[F:14])=[CH:6][C:3]=1[CH:4]=[O:5]. (5) The product is: [Cl:1][C:2]1[CH:7]=[CH:6][C:5]([S:8]([N:11]([CH2:12][C:13]2[CH:14]=[CH:15][C:16]([C:17]([O:19][CH3:20])=[O:18])=[CH:21][CH:22]=2)[CH:24]([CH3:25])[CH3:23])(=[O:10])=[O:9])=[CH:4][CH:3]=1. Given the reactants [Cl:1][C:2]1[CH:7]=[CH:6][C:5]([S:8]([NH:11][CH2:12][C:13]2[CH:22]=[CH:21][C:16]([C:17]([O:19][CH3:20])=[O:18])=[CH:15][CH:14]=2)(=[O:10])=[O:9])=[CH:4][CH:3]=1.[CH3:23][CH:24](O)[CH3:25].C1C=CC(P(C2C=CC=CC=2)C2C=CC=CC=2)=CC=1.N(C(OC(C)C)=O)=NC(OC(C)C)=O, predict the reaction product. (6) Given the reactants Br[C:2]1[CH:3]=[CH:4][C:5]2[C:6]3[CH2:16][N:15]([C:17]([O:19][C:20]([CH3:23])([CH3:22])[CH3:21])=[O:18])[CH2:14][CH2:13][C:7]=3[N:8]([CH2:11][CH3:12])[C:9]=2[CH:10]=1.[CH2:24]([O:31][C:32]1[CH:37]=[CH:36][NH:35][C:34](=[O:38])[CH:33]=1)[C:25]1[CH:30]=[CH:29][CH:28]=[CH:27][CH:26]=1, predict the reaction product. The product is: [CH2:24]([O:31][C:32]1[CH:37]=[CH:36][N:35]([C:2]2[CH:3]=[CH:4][C:5]3[C:6]4[CH2:16][N:15]([C:17]([O:19][C:20]([CH3:23])([CH3:22])[CH3:21])=[O:18])[CH2:14][CH2:13][C:7]=4[N:8]([CH2:11][CH3:12])[C:9]=3[CH:10]=2)[C:34](=[O:38])[CH:33]=1)[C:25]1[CH:26]=[CH:27][CH:28]=[CH:29][CH:30]=1.